From a dataset of Retrosynthesis with 50K atom-mapped reactions and 10 reaction types from USPTO. Predict the reactants needed to synthesize the given product. Given the product C[C@@H](CO)NC1=NS(=O)(=O)c2sc(Cl)cc2N1, predict the reactants needed to synthesize it. The reactants are: C[C@H](N)CO.O=S1(=O)N=C(Cl)Nc2cc(Cl)sc21.